Task: Predict the reaction yield, written as a fraction of the theoretical maximum amount of product (1.0 means a 100% yield; for example, 0.34 means a 34% yield).. Dataset: Reaction yield outcomes from USPTO patents with 853,638 reactions (1) The reactants are Cl.Cl.[C:3]([C:7]1[CH:12]=[CH:11][CH:10]=[CH:9][C:8]=1[N:13]1[CH2:18][CH2:17][NH:16][CH2:15][CH2:14]1)([CH3:6])([CH3:5])[CH3:4].[C:19]1([N:25]2[CH2:32][CH2:31][CH2:30][C@H:26]2[C:27](O)=[O:28])[CH:24]=[CH:23][CH:22]=[CH:21][CH:20]=1.C(N(CC)CC)C.CCN=C=NCCCN(C)C.C1C=CC2N(O)N=NC=2C=1. The catalyst is CN(C)C=O. The product is [C:3]([C:7]1[CH:12]=[CH:11][CH:10]=[CH:9][C:8]=1[N:13]1[CH2:18][CH2:17][N:16]([C:27](=[O:28])[C@@H:26]2[CH2:30][CH2:31][CH2:32][N:25]2[C:19]2[CH:24]=[CH:23][CH:22]=[CH:21][CH:20]=2)[CH2:15][CH2:14]1)([CH3:6])([CH3:4])[CH3:5]. The yield is 0.250. (2) The reactants are [F:1][C:2]1[CH:11]=[CH:10][C:5]([NH:6][CH:7]([CH3:9])[CH3:8])=[CH:4][CH:3]=1.[Br:12][C:13]1[CH:20]=[CH:19][C:16]([CH:17]=O)=[CH:15][CH:14]=1.Cl.N(CC(O)=O)C.C(=O)C1C=CC=CC=1. No catalyst specified. The product is [Br:12][C:13]1[CH:20]=[CH:19][C:16]([CH2:17][N:6]([CH:7]([CH3:9])[CH3:8])[C:5]2[CH:10]=[CH:11][C:2]([F:1])=[CH:3][CH:4]=2)=[CH:15][CH:14]=1. The yield is 0.930. (3) The reactants are Br[CH2:2][C:3]([C@H:5]1[C@@H:9]2[C@@H:10]3[C@@:23]([CH3:26])([CH2:24][CH2:25][C@@:8]2([C:44]([O:46][Si](C(C)(C)C)(C)C)=[O:45])[CH2:7][CH2:6]1)[C@@:22]1([CH3:27])[C@@H:13]([C@:14]2([CH3:43])[C@@H:19]([CH2:20][CH2:21]1)[C:18]([CH3:29])([CH3:28])[C:17]([C:30]1[CH:35]=[CH:34][C:33]([C:36]([O:38][C:39]([CH3:42])([CH3:41])[CH3:40])=[O:37])=[CH:32][CH:31]=1)=[CH:16][CH2:15]2)[CH2:12][CH2:11]3)=[CH2:4].[CH3:54][N:55]([CH3:60])[CH2:56][CH2:57][NH:58][CH3:59]. The catalyst is ClCCCl. The product is [C:39]([O:38][C:36]([C:33]1[CH:32]=[CH:31][C:30]([C:17]2[C:18]([CH3:29])([CH3:28])[C@H:19]3[C@:14]([CH3:43])([CH2:15][CH:16]=2)[C@@H:13]2[C@:22]([CH3:27])([C@@:23]4([CH3:26])[C@H:10]([CH2:11][CH2:12]2)[C@H:9]2[C@H:5]([C:3]([CH2:2][N:58]([CH2:57][CH2:56][N:55]([CH3:60])[CH3:54])[CH3:59])=[CH2:4])[CH2:6][CH2:7][C@:8]2([C:44]([OH:46])=[O:45])[CH2:25][CH2:24]4)[CH2:21][CH2:20]3)=[CH:35][CH:34]=1)=[O:37])([CH3:42])([CH3:40])[CH3:41]. The yield is 0.579. (4) The reactants are [Br:1][C:2]1[CH:7]=[CH:6][C:5]([OH:8])=[CH:4][C:3]=1[C:9]([F:12])([F:11])[F:10].S(=O)(=O)(O)O.[N+:18]([O-])([OH:20])=[O:19]. The catalyst is CC(O)=O. The product is [Br:1][C:2]1[C:3]([C:9]([F:10])([F:11])[F:12])=[CH:4][C:5]([OH:8])=[C:6]([N+:18]([O-:20])=[O:19])[CH:7]=1. The yield is 0.360. (5) The reactants are OS(O)(=O)=O.[Cl:6][C:7]1[S:11][C:10]([C:12]([OH:14])=[O:13])=[CH:9][CH:8]=1.[CH2:15](O)[CH3:16]. No catalyst specified. The product is [Cl:6][C:7]1[S:11][C:10]([C:12]([O:14][CH2:15][CH3:16])=[O:13])=[CH:9][CH:8]=1. The yield is 0.800.